The task is: Predict the reactants needed to synthesize the given product.. This data is from Full USPTO retrosynthesis dataset with 1.9M reactions from patents (1976-2016). (1) Given the product [CH2:14]([N:3]1[C:2]([Br:1])=[C:6]([N+:7]([O-:9])=[O:8])[C:5]([Br:10])=[N:4]1)[CH2:15][CH3:16], predict the reactants needed to synthesize it. The reactants are: [Br:1][C:2]1[C:6]([N+:7]([O-:9])=[O:8])=[C:5]([Br:10])[NH:4][N:3]=1.[H-].[Na+].Br[CH2:14][CH2:15][CH3:16]. (2) Given the product [CH3:19][O:12][C:11](=[O:13])[CH2:10][C:4]1[CH:5]=[CH:6][C:7]([O:8][CH3:9])=[C:2]([F:1])[CH:3]=1, predict the reactants needed to synthesize it. The reactants are: [F:1][C:2]1[CH:3]=[C:4]([CH2:10][C:11]([OH:13])=[O:12])[CH:5]=[CH:6][C:7]=1[O:8][CH3:9].OS(O)(=O)=O.[CH3:19]O. (3) Given the product [Cl:1][C:2]1[CH:10]=[CH:9][CH:8]=[C:7]2[C:3]=1[C:4]([C:11]([NH:13][CH2:14][C:15]1([OH:23])[CH2:20][CH2:19][CH2:18][C:17]([F:22])([F:21])[CH2:16]1)=[O:12])=[CH:5][N:6]2[CH2:25][CH2:26][N:27]1[CH2:31][CH2:30][CH2:29][C:28]1=[O:32], predict the reactants needed to synthesize it. The reactants are: [Cl:1][C:2]1[CH:10]=[CH:9][CH:8]=[C:7]2[C:3]=1[C:4]([C:11]([NH:13][CH2:14][C:15]1([OH:23])[CH2:20][CH2:19][CH2:18][C:17]([F:22])([F:21])[CH2:16]1)=[O:12])=[CH:5][NH:6]2.O[CH2:25][CH2:26][N:27]1[CH2:31][CH2:30][CH2:29][C:28]1=[O:32].C(P(=CC#N)(CCCC)CCCC)CCC. (4) Given the product [Cl:26][C:23]1[CH:24]=[CH:25][C:20]([O:19][CH2:18][C:17]([OH:37])=[O:16])=[C:21]([CH:27]2[C:36]3[C:31](=[CH:32][CH:33]=[CH:34][CH:35]=3)[CH2:30][CH2:29][N:28]2[C:11]([CH:9]2[CH2:10][CH:8]2[C:4]2[S:3][C:2]([CH3:1])=[N:6][C:5]=2[CH3:7])=[O:13])[CH:22]=1, predict the reactants needed to synthesize it. The reactants are: [CH3:1][C:2]1[S:3][C:4]([C@@H:8]2[CH2:10][C@H:9]2[C:11]([OH:13])=O)=[C:5]([CH3:7])[N:6]=1.C([O:16][C:17](=[O:37])[CH2:18][O:19][C:20]1[CH:25]=[CH:24][C:23]([Cl:26])=[CH:22][C:21]=1[CH:27]1[C:36]2[C:31](=[CH:32][CH:33]=[CH:34][CH:35]=2)[CH2:30][CH2:29][NH:28]1)C.Cl.CN(C)CCCN=C=NCC.[OH-].[Na+]. (5) Given the product [OH:41][NH:40][C:28](=[O:30])/[CH:27]=[CH:26]/[C:23]1[CH:24]=[CH:25][C:20](/[CH:19]=[CH:18]/[C:17]([C:12]2[CH:13]=[CH:14][CH:15]=[CH:16][C:11]=2[CH2:10][N:7]2[CH2:43][CH2:42][N:4]([CH3:5])[CH2:9][CH2:8]2)=[O:31])=[CH:21][CH:22]=1, predict the reactants needed to synthesize it. The reactants are: Cl.Cl.C[N:4]1[CH2:9][CH2:8][N:7]([CH2:10][C:11]2[CH:16]=[CH:15][CH:14]=[CH:13][C:12]=2[C:17](=[O:31])/[CH:18]=[CH:19]/[C:20]2[CH:25]=[CH:24][C:23](/[CH:26]=[CH:27]/[C:28]([OH:30])=O)=[CH:22][CH:21]=2)C[CH2:5]1.C1C=CC2[N:40]([OH:41])N=NC=2C=1.[CH2:42](Cl)[CH2:43]Cl.NOC1CCCCO1. (6) Given the product [CH3:15][S:16]([O:14][C@H:12]1[CH2:13][C@@H:10]([CH2:9][O:8][CH2:1][C:2]2[CH:7]=[CH:6][CH:5]=[CH:4][CH:3]=2)[CH2:11]1)(=[O:18])=[O:17], predict the reactants needed to synthesize it. The reactants are: [CH2:1]([O:8][CH2:9][C@@H:10]1[CH2:13][C@H:12]([OH:14])[CH2:11]1)[C:2]1[CH:7]=[CH:6][CH:5]=[CH:4][CH:3]=1.[CH3:15][S:16](Cl)(=[O:18])=[O:17]. (7) Given the product [CH:1]1([CH:7]([C:18]2[CH:22]=[C:21]([CH:23]([CH2:26][CH3:27])[CH2:24][CH3:25])[S:20][C:19]=2[CH2:28][CH3:29])[O:8][C:9]2[CH:17]=[CH:16][C:12]([C:13]([N:31]([CH3:30])[CH2:32][CH2:33][C:34]([OH:36])=[O:35])=[O:14])=[CH:11][CH:10]=2)[CH2:6][CH2:5][CH2:4][CH2:3][CH2:2]1, predict the reactants needed to synthesize it. The reactants are: [CH:1]1([CH:7]([C:18]2[CH:22]=[C:21]([CH:23]([CH2:26][CH3:27])[CH2:24][CH3:25])[S:20][C:19]=2[CH2:28][CH3:29])[O:8][C:9]2[CH:17]=[CH:16][C:12]([C:13](O)=[O:14])=[CH:11][CH:10]=2)[CH2:6][CH2:5][CH2:4][CH2:3][CH2:2]1.[CH3:30][NH:31][CH2:32][CH2:33][C:34]([O:36]CC)=[O:35].